From a dataset of Full USPTO retrosynthesis dataset with 1.9M reactions from patents (1976-2016). Predict the reactants needed to synthesize the given product. (1) Given the product [F:24][C:10]1[CH:11]=[C:12]([C:16]2[C:17]([C:22]#[N:23])=[CH:18][CH:19]=[CH:20][CH:21]=2)[CH:13]=[C:14]([F:15])[C:9]=1[CH2:8][N:7]1[C:6]2[S:25][C:26]([CH2:28][C:29]([F:32])([F:31])[F:30])=[CH:27][C:5]=2[C:4](=[O:33])[N:3]([CH2:35][C:36]([C:38]2[CH:43]=[CH:42][CH:41]=[CH:40][C:39]=2[O:44][CH3:45])=[O:37])[C:2]1=[O:1], predict the reactants needed to synthesize it. The reactants are: [O:1]=[C:2]1[N:7]([CH2:8][C:9]2[C:14]([F:15])=[CH:13][C:12]([C:16]3[C:17]([C:22]#[N:23])=[CH:18][CH:19]=[CH:20][CH:21]=3)=[CH:11][C:10]=2[F:24])[C:6]2[S:25][C:26]([CH2:28][C:29]([F:32])([F:31])[F:30])=[CH:27][C:5]=2[C:4](=[O:33])[NH:3]1.Br[CH2:35][C:36]([C:38]1[CH:43]=[CH:42][CH:41]=[CH:40][C:39]=1[O:44][CH3:45])=[O:37].CN(C)C=O.[H-].[Na+]. (2) Given the product [F:1][C:2]1[CH:9]=[CH:8][C:5]([CH:6]([C:14]2[CH:15]=[CH:16][C:11]([F:10])=[CH:12][CH:13]=2)[NH2:7])=[CH:4][CH:3]=1, predict the reactants needed to synthesize it. The reactants are: [F:1][C:2]1[CH:9]=[CH:8][C:5]([C:6]#[N:7])=[CH:4][CH:3]=1.[F:10][C:11]1[CH:16]=[CH:15][C:14]([Mg]Br)=[CH:13][CH:12]=1. (3) The reactants are: [CH:1]1([N:4]2[C:12]3[CH2:11][CH2:10][CH2:9][CH2:8][C:7]=3[C:6]3[C:13](OS(C(F)(F)F)(=O)=O)=[C:14]([C:18]([O:20][CH2:21][CH3:22])=[O:19])[C:15]([CH3:17])=[N:16][C:5]2=3)[CH2:3][CH2:2]1.[Cl:31][C:32]1[CH:33]=[C:34](B2OC(C)(C)C(C)(C)O2)[C:35]([CH3:42])=[C:36]2[C:41]=1[O:40][CH2:39][CH2:38][CH2:37]2.C([O-])([O-])=O.[Na+].[Na+]. Given the product [Cl:31][C:32]1[CH:33]=[C:34]([C:13]2[C:6]3[C:7]4[CH2:8][CH2:9][CH2:10][CH2:11][C:12]=4[N:4]([CH:1]4[CH2:3][CH2:2]4)[C:5]=3[N:16]=[C:15]([CH3:17])[C:14]=2[C:18]([O:20][CH2:21][CH3:22])=[O:19])[C:35]([CH3:42])=[C:36]2[C:41]=1[O:40][CH2:39][CH2:38][CH2:37]2, predict the reactants needed to synthesize it. (4) Given the product [C:9](/[C:8](/[C:5]1[CH:4]=[CH:3][C:2]([NH:1][S:23]([C:17]2[CH:18]=[CH:19][CH:20]=[C:21]([CH3:22])[C:16]=2[CH3:15])(=[O:25])=[O:24])=[CH:7][CH:6]=1)=[CH:11]\[N:12]([CH3:13])[CH3:14])#[N:10], predict the reactants needed to synthesize it. The reactants are: [NH2:1][C:2]1[CH:7]=[CH:6][C:5](/[C:8](=[CH:11]/[N:12]([CH3:14])[CH3:13])/[C:9]#[N:10])=[CH:4][CH:3]=1.[CH3:15][C:16]1[C:21]([CH3:22])=[CH:20][CH:19]=[CH:18][C:17]=1[S:23](Cl)(=[O:25])=[O:24].O. (5) Given the product [CH3:28][C@H:17]1[CH2:16][N:15]([S:12]([C:3]2[CH:4]=[CH:5][C:6]([C:8]([F:11])([F:10])[F:9])=[CH:7][C:2]=2[CH3:29])(=[O:14])=[O:13])[CH2:20][CH2:19][N:18]1[C:21]([O:23][C:24]([CH3:27])([CH3:26])[CH3:25])=[O:22], predict the reactants needed to synthesize it. The reactants are: Br[C:2]1[CH:7]=[C:6]([C:8]([F:11])([F:10])[F:9])[CH:5]=[CH:4][C:3]=1[S:12]([N:15]1[CH2:20][CH2:19][N:18]([C:21]([O:23][C:24]([CH3:27])([CH3:26])[CH3:25])=[O:22])[C@@H:17]([CH3:28])[CH2:16]1)(=[O:14])=[O:13].[C:29](=O)([O-])[O-].[K+].[K+].CB1OB(C)OB(C)O1.CCOC(C)=O. (6) Given the product [CH3:14][C:13]1[N:15]=[N:5][C:4]([C:6]2[CH:7]=[N:8][CH:9]=[CH:10][CH:11]=2)=[N:18][N:16]=1, predict the reactants needed to synthesize it. The reactants are: O.NN.[C:4]([C:6]1[CH:7]=[N:8][CH:9]=[CH:10][CH:11]=1)#[N:5].Cl.[C:13]([NH2:16])(=[NH:15])[CH3:14].[S].[N:18]([O-])=O.[Na+]. (7) Given the product [Cl:28][C:29]1[CH:35]=[CH:34][C:32]([NH:33][C:18]2[C:19]3[C:20](=[CH:22][CH:23]=[CH:24][CH:25]=3)[N:21]=[C:15]([C:10]3[C:9]([C:1]([C:2]4[CH:7]=[CH:6][CH:5]=[CH:4][CH:3]=4)=[O:8])=[CH:14][CH:13]=[CH:12][N:11]=3)[N:27]=2)=[CH:31][CH:30]=1, predict the reactants needed to synthesize it. The reactants are: [C:1]([C:9]1[C:10]([C:15](O)=O)=[N:11][CH:12]=[CH:13][CH:14]=1)(=[O:8])[C:2]1[CH:7]=[CH:6][CH:5]=[CH:4][CH:3]=1.[C:18]([NH2:27])(=O)[C:19]1[C:20](=[CH:22][CH:23]=[CH:24][CH:25]=1)[NH2:21].[Cl:28][C:29]1[CH:35]=[CH:34][C:32]([NH2:33])=[CH:31][CH:30]=1. (8) Given the product [N+:1]([C:4]1[CH:9]=[C:8]([C:22]2[CH:27]=[CH:26][N:25]=[C:24]([C:28]([F:31])([F:30])[F:29])[CH:23]=2)[CH:7]=[CH:6][C:5]=1[NH2:19])([O-:3])=[O:2], predict the reactants needed to synthesize it. The reactants are: [N+:1]([C:4]1[CH:9]=[C:8](B2OC(C)(C)C(C)(C)O2)[CH:7]=[CH:6][C:5]=1[NH2:19])([O-:3])=[O:2].Cl.Cl[C:22]1[CH:27]=[CH:26][N:25]=[C:24]([C:28]([F:31])([F:30])[F:29])[CH:23]=1. (9) Given the product [Cl:28][C:20]1[N:19]=[C:18]([NH:1][CH2:2][C@:3]2([F:16])[CH2:8][CH2:7][CH2:6][N:5]([C:9]([O:11][C:12]([CH3:13])([CH3:15])[CH3:14])=[O:10])[CH2:4]2)[C:23]2=[N:24][CH:25]=[CH:26][N:27]=[C:22]2[CH:21]=1, predict the reactants needed to synthesize it. The reactants are: [NH2:1][CH2:2][C@:3]1([F:16])[CH2:8][CH2:7][CH2:6][N:5]([C:9]([O:11][C:12]([CH3:15])([CH3:14])[CH3:13])=[O:10])[CH2:4]1.Cl[C:18]1[C:23]2=[N:24][CH:25]=[CH:26][N:27]=[C:22]2[CH:21]=[C:20]([Cl:28])[N:19]=1.C(N(C(C)C)CC)(C)C. (10) Given the product [Cl:1][C:2]1[C:3]([O:12][C:13]2[CH:18]=[C:17]([O:19][CH2:20][O:21][CH3:22])[CH:16]=[CH:15][C:14]=2[CH2:23][CH2:24][OH:25])=[N:4][CH:5]=[C:6]([C:8]([F:10])([F:9])[F:11])[CH:7]=1, predict the reactants needed to synthesize it. The reactants are: [Cl:1][C:2]1[C:3]([O:12][C:13]2[CH:18]=[C:17]([O:19][CH2:20][O:21][CH3:22])[CH:16]=[CH:15][C:14]=2[CH2:23][CH:24]=[O:25])=[N:4][CH:5]=[C:6]([C:8]([F:11])([F:10])[F:9])[CH:7]=1.[BH4-].[Na+].Cl.